This data is from Reaction yield outcomes from USPTO patents with 853,638 reactions. The task is: Predict the reaction yield, written as a fraction of the theoretical maximum amount of product (1.0 means a 100% yield; for example, 0.34 means a 34% yield). (1) The reactants are [NH2:1][C:2]1[CH:7]=[CH:6][CH:5]=[CH:4][C:3]=1[OH:8].C(N(CC)CC)C.[I:16][C:17]1[CH:25]=[CH:24][C:20]([C:21](Cl)=[O:22])=[CH:19][CH:18]=1.O. The catalyst is O1CCCC1. The product is [I:16][C:17]1[CH:25]=[CH:24][C:20]([C:21]([NH:1][C:2]2[CH:7]=[CH:6][CH:5]=[CH:4][C:3]=2[OH:8])=[O:22])=[CH:19][CH:18]=1. The yield is 0.970. (2) The product is [CH2:36]([N:39]1[C:32]([CH2:31][C@@H:12]2[CH2:13][CH2:14][C:15]3[C:20](=[CH:19][CH:18]=[C:17]([C:21]([OH:30])([C:22]([F:24])([F:25])[F:23])[C:26]([F:29])([F:27])[F:28])[CH:16]=3)[N:11]2[S:8]([C:5]2[CH:6]=[CH:7][C:2]([F:1])=[CH:3][CH:4]=2)(=[O:10])=[O:9])=[CH:33][CH:34]=[N:40]1)[CH:37]=[CH2:38]. The catalyst is CO. The reactants are [F:1][C:2]1[CH:7]=[CH:6][C:5]([S:8]([N:11]2[C:20]3[C:15](=[CH:16][C:17]([C:21]([OH:30])([C:26]([F:29])([F:28])[F:27])[C:22]([F:25])([F:24])[F:23])=[CH:18][CH:19]=3)[CH2:14][CH2:13][C@H:12]2[CH2:31][C:32](=O)[C:33]#[CH:34])(=[O:10])=[O:9])=[CH:4][CH:3]=1.[CH2:36]([NH:39][NH2:40])[CH:37]=[CH2:38]. The yield is 0.210. (3) The reactants are [Si]([O:8][CH2:9][CH2:10]/[CH:11]=[CH:12]/[C:13]1[N:17]2[CH:18]=[CH:19][N:20]=[CH:21][C:16]2=[N:15][C:14]=1[CH2:22][N:23]1[C:27]2[CH:28]=[N:29][CH:30]=[CH:31][C:26]=2[N:25]([CH:32]2[CH2:34][CH2:33]2)[C:24]1=[O:35])(C(C)(C)C)(C)C.[F-].[NH4+]. The catalyst is CO.[Pd]. The product is [CH:32]1([N:25]2[C:26]3[CH:31]=[CH:30][N:29]=[CH:28][C:27]=3[N:23]([CH2:22][C:14]3[N:15]=[C:16]4[CH:21]=[N:20][CH:19]=[CH:18][N:17]4[C:13]=3[CH2:12][CH2:11][CH2:10][CH2:9][OH:8])[C:24]2=[O:35])[CH2:33][CH2:34]1. The yield is 0.870.